Dataset: Catalyst prediction with 721,799 reactions and 888 catalyst types from USPTO. Task: Predict which catalyst facilitates the given reaction. (1) Reactant: [NH2:1][C:2]1[C:10]2[C:5](=[N:6][C:7]([CH3:13])=[CH:8][C:9]=2[CH2:11][OH:12])[S:4][C:3]=1[C:14]([NH2:16])=[O:15].[CH:17](=O)[C:18]1[CH:23]=[CH:22][CH:21]=[CH:20][CH:19]=1.O.C(OCC)(=O)C. Product: [OH:12][CH2:11][C:9]1[C:10]2[C:2]3[NH:1][CH:17]([C:18]4[CH:23]=[CH:22][CH:21]=[CH:20][CH:19]=4)[NH:16][C:14](=[O:15])[C:3]=3[S:4][C:5]=2[N:6]=[C:7]([CH3:13])[CH:8]=1. The catalyst class is: 15. (2) Reactant: C(O)(C(F)(F)F)=O.[NH2:8][C:9]1[N:14]=[CH:13][C:12]([C:15]#[C:16][C:17]2[CH:18]=[C:19]([NH:23]C(=O)OC(C)(C)C)[CH:20]=[N:21][CH:22]=2)=[CH:11][N:10]=1. Product: [NH2:23][C:19]1[CH:18]=[C:17]([C:16]#[C:15][C:12]2[CH:13]=[N:14][C:9]([NH2:8])=[N:10][CH:11]=2)[CH:22]=[N:21][CH:20]=1. The catalyst class is: 34.